This data is from Reaction yield outcomes from USPTO patents with 853,638 reactions. The task is: Predict the reaction yield, written as a fraction of the theoretical maximum amount of product (1.0 means a 100% yield; for example, 0.34 means a 34% yield). (1) The reactants are [CH3:1][O:2][C:3]1[C:4]([C:10]([O:12]C)=O)=[N:5][CH:6]=[C:7]([CH3:9])[N:8]=1.[NH3:14]. No catalyst specified. The product is [CH3:1][O:2][C:3]1[C:4]([C:10]([NH2:14])=[O:12])=[N:5][CH:6]=[C:7]([CH3:9])[N:8]=1. The yield is 0.860. (2) The reactants are [CH2:1]([N:8]([CH2:38][C:39]1[CH:44]=[CH:43][CH:42]=[CH:41][CH:40]=1)[CH:9]1[CH2:13][CH:12]([C:14](=O)[CH2:15][NH:16][C:17]2[N:18]=[C:19]3[CH:25]=[CH:24][N:23]([S:26]([C:29]4[CH:35]=[CH:34][C:32]([CH3:33])=[CH:31][CH:30]=4)(=[O:28])=[O:27])[C:20]3=[N:21][CH:22]=2)[CH:11]([CH3:37])[CH2:10]1)[C:2]1[CH:7]=[CH:6][CH:5]=[CH:4][CH:3]=1.COC1C=CC(P2(SP(C3C=CC(OC)=CC=3)(=S)S2)=S)=CC=1. No catalyst specified. The product is [CH2:1]([N:8]([CH2:38][C:39]1[CH:44]=[CH:43][CH:42]=[CH:41][CH:40]=1)[CH:9]1[CH2:13][CH:12]([C:14]2[N:18]3[C:19]4[CH:25]=[CH:24][N:23]([S:26]([C:29]5[CH:35]=[CH:34][C:32]([CH3:33])=[CH:31][CH:30]=5)(=[O:28])=[O:27])[C:20]=4[N:21]=[CH:22][C:17]3=[N:16][CH:15]=2)[CH:11]([CH3:37])[CH2:10]1)[C:2]1[CH:7]=[CH:6][CH:5]=[CH:4][CH:3]=1. The yield is 0.870.